Dataset: Forward reaction prediction with 1.9M reactions from USPTO patents (1976-2016). Task: Predict the product of the given reaction. Given the reactants [NH2:1][C:2]1[CH:9]=[C:8](F)[C:5]([C:6]#[N:7])=[CH:4][N:3]=1.[CH3:11][N:12]1[CH2:17][CH2:16][CH2:15][CH:14]([CH2:18][OH:19])[CH2:13]1, predict the reaction product. The product is: [NH2:1][C:2]1[CH:9]=[C:8]([O:19][CH2:18][CH:14]2[CH2:15][CH2:16][CH2:17][N:12]([CH3:11])[CH2:13]2)[C:5]([C:6]#[N:7])=[CH:4][N:3]=1.